Dataset: Reaction yield outcomes from USPTO patents with 853,638 reactions. Task: Predict the reaction yield, written as a fraction of the theoretical maximum amount of product (1.0 means a 100% yield; for example, 0.34 means a 34% yield). The reactants are [F:1][C:2]1[C:3]([NH:18][C@@H:19]2[CH2:24][CH2:23][CH2:22][N:21]([C:25](=[O:28])[CH:26]=[CH2:27])[CH2:20]2)=[N:4][C:5]([NH:8][C:9]2[CH:10]=[C:11]3[C:15](=[CH:16][CH:17]=2)[CH2:14][NH:13][CH2:12]3)=[N:6][CH:7]=1.[O:29]1[CH2:34][CH2:33][C:32](=O)[CH2:31][CH2:30]1.[BH3-]C#N.[Na+]. The catalyst is CO. The product is [F:1][C:2]1[C:3]([NH:18][C@@H:19]2[CH2:24][CH2:23][CH2:22][N:21]([C:25](=[O:28])[CH:26]=[CH2:27])[CH2:20]2)=[N:4][C:5]([NH:8][C:9]2[CH:10]=[C:11]3[C:15](=[CH:16][CH:17]=2)[CH2:14][N:13]([CH:32]2[CH2:33][CH2:34][O:29][CH2:30][CH2:31]2)[CH2:12]3)=[N:6][CH:7]=1. The yield is 0.161.